From a dataset of Retrosynthesis with 50K atom-mapped reactions and 10 reaction types from USPTO. Predict the reactants needed to synthesize the given product. (1) Given the product COC(=O)C=C(CC(=O)OC)CC(=O)OC, predict the reactants needed to synthesize it. The reactants are: COC(=O)C=P(c1ccccc1)(c1ccccc1)c1ccccc1.COC(=O)CC(=O)CC(=O)OC. (2) Given the product CCOC(=O)c1cccc(Nc2c(C(=O)NCc3ccc(OC)cc3)cnc3cc(-c4c(C)noc4C)ccc23)c1, predict the reactants needed to synthesize it. The reactants are: CCOC(=O)c1cccc(Nc2c(C(=O)O)cnc3cc(-c4c(C)noc4C)ccc23)c1.COc1ccc(CN)cc1. (3) Given the product CNC(=O)COc1cc(C#N)ccc1CNC(=O)C(OC)c1c(F)cc(OC)cc1F, predict the reactants needed to synthesize it. The reactants are: CNC(=O)CCl.COc1cc(F)c(C(OC)C(=O)NCc2ccc(C#N)cc2O)c(F)c1. (4) Given the product COc1cc(Cl)c([N+](=O)[O-])cc1OCc1c(F)cccc1OC, predict the reactants needed to synthesize it. The reactants are: COc1cc(Cl)c([N+](=O)[O-])cc1O.COc1cccc(F)c1CBr. (5) Given the product Cc1cccc2c1C=Cc1ccccc1C2O, predict the reactants needed to synthesize it. The reactants are: Cc1cccc2c(=O)c3ccccc3ccc12. (6) The reactants are: CCOC(=O)c1cc(O)c2cc(C)oc2c1.CS(=O)(=O)c1ccc(Br)nc1. Given the product CCOC(=O)c1cc(Oc2ccc(S(C)(=O)=O)cn2)c2cc(C)oc2c1, predict the reactants needed to synthesize it. (7) Given the product CC(=O)Oc1cccc(-c2cn3ccc(NC(=O)c4c(C(=O)N(C)C)cnn4C)nc3n2)c1, predict the reactants needed to synthesize it. The reactants are: CC(=O)Oc1cccc(-c2cn3ccc(N)nc3n2)c1.CN(C)C(=O)c1cnn(C)c1C(=O)O. (8) Given the product COC(=O)C(C)Sc1cnc(NC(=O)Nc2ccc(C)cc2C(=O)C2CCCC2)s1, predict the reactants needed to synthesize it. The reactants are: COC(=O)C(C)S.Cc1ccc(NC(=O)Nc2ncc(Br)s2)c(C(=O)C2CCCC2)c1. (9) Given the product CC(O)c1cc(C(F)(F)F)cc(C(F)(F)F)c1, predict the reactants needed to synthesize it. The reactants are: CC(=O)c1cc(C(F)(F)F)cc(C(F)(F)F)c1.